Dataset: Forward reaction prediction with 1.9M reactions from USPTO patents (1976-2016). Task: Predict the product of the given reaction. (1) Given the reactants [NH:1]1[C:9]2[C:4](=[CH:5][CH:6]=[CH:7][CH:8]=2)[C:3]2([C:13]3=[CH:14][C:15]4[O:19][CH2:18][O:17][C:16]=4[CH:20]=[C:12]3[O:11][CH2:10]2)[C:2]1=[O:21].Cl[CH2:23][CH:24]1[O:28][C:27](=[O:29])[NH:26][CH2:25]1.C(=O)([O-])[O-].[Cs+].[Cs+], predict the reaction product. The product is: [O:29]=[C:27]1[NH:26][CH2:25][CH:24]([CH2:23][N:1]2[C:9]3[C:4](=[CH:5][CH:6]=[CH:7][CH:8]=3)[C:3]3([C:13]4=[CH:14][C:15]5[O:19][CH2:18][O:17][C:16]=5[CH:20]=[C:12]4[O:11][CH2:10]3)[C:2]2=[O:21])[O:28]1. (2) Given the reactants O.[C:2]1(C)C=CC(S(O)(=O)=O)=CC=1.[OH:13][CH2:14][CH2:15][CH2:16][CH2:17][CH2:18][CH2:19][CH2:20][CH2:21][CH2:22][CH2:23][CH2:24][CH2:25][CH2:26][C:27]([OH:29])=[O:28], predict the reaction product. The product is: [OH:13][CH2:14][CH2:15][CH2:16][CH2:17][CH2:18][CH2:19][CH2:20][CH2:21][CH2:22][CH2:23][CH2:24][CH2:25][CH2:26][C:27]([O:29][CH3:2])=[O:28].